Dataset: Catalyst prediction with 721,799 reactions and 888 catalyst types from USPTO. Task: Predict which catalyst facilitates the given reaction. (1) Reactant: I[C:2]1[CH:7]=[CH:6][C:5]([I:8])=[CH:4][CH:3]=1.Cl.[NH2:10][CH2:11][C:12]([O:14][C:15]([CH3:18])([CH3:17])[CH3:16])=[O:13].N#N.C([O-])([O-])=O.[K+].[K+]. Product: [I:8][C:5]1[CH:6]=[CH:7][C:2]([NH:10][CH2:11][C:12]([O:14][C:15]([CH3:18])([CH3:17])[CH3:16])=[O:13])=[CH:3][CH:4]=1. The catalyst class is: 3. (2) Reactant: [CH2:1]([NH:3][C:4]1[CH:11]=[CH:10][C:7]([C:8]#[N:9])=[CH:6][CH:5]=1)[CH3:2].IC.[C:14](=O)([O-])[O-].[K+].[K+]. Product: [CH2:1]([N:3]([CH3:14])[C:4]1[CH:11]=[CH:10][C:7]([C:8]#[N:9])=[CH:6][CH:5]=1)[CH3:2]. The catalyst class is: 148. (3) Reactant: [Cl-].O[NH3+:3].[C:4](=[O:7])([O-])[OH:5].[Na+].CS(C)=O.[F:13][CH2:14][C:15]([OH:53])([CH3:52])[CH2:16][O:17][C@H:18]1[CH2:23][CH2:22][C@H:21]([N:24]2[C:29](=[O:30])[C:28]([CH2:31][C:32]3[CH:37]=[CH:36][C:35]([C:38]4[C:39]([C:44]#[N:45])=[CH:40][CH:41]=[CH:42][CH:43]=4)=[CH:34][CH:33]=3)=[C:27]([CH2:46][CH2:47][CH3:48])[N:26]3[N:49]=[CH:50][N:51]=[C:25]23)[CH2:20][CH2:19]1. Product: [F:13][CH2:14][C:15]([OH:53])([CH3:52])[CH2:16][O:17][C@H:18]1[CH2:23][CH2:22][C@H:21]([N:24]2[C:29](=[O:30])[C:28]([CH2:31][C:32]3[CH:37]=[CH:36][C:35]([C:38]4[CH:43]=[CH:42][CH:41]=[CH:40][C:39]=4[C:44]4[NH:3][C:4](=[O:7])[O:5][N:45]=4)=[CH:34][CH:33]=3)=[C:27]([CH2:46][CH2:47][CH3:48])[N:26]3[N:49]=[CH:50][N:51]=[C:25]23)[CH2:20][CH2:19]1. The catalyst class is: 69. (4) Reactant: [CH3:1][O:2][C:3]1[CH:4]=[C:5]([C:9]2[CH:17]=[CH:16][CH:15]=[C:14]3[C:10]=2[CH2:11][C:12](=[O:18])[NH:13]3)[CH:6]=[CH:7][CH:8]=1.[N:19]1([CH2:24][CH2:25][NH:26][C:27]([C:29]2[CH:33]=[C:32]([CH3:34])[NH:31][C:30]=2[CH:35]=O)=[O:28])[CH:23]=[CH:22][N:21]=[N:20]1. Product: [N:19]1([CH2:24][CH2:25][NH:26][C:27]([C:29]2[CH:33]=[C:32]([CH3:34])[NH:31][C:30]=2[CH:35]=[C:11]2[C:10]3[C:14](=[CH:15][CH:16]=[CH:17][C:9]=3[C:5]3[CH:6]=[CH:7][CH:8]=[C:3]([O:2][CH3:1])[CH:4]=3)[NH:13][C:12]2=[O:18])=[O:28])[CH:23]=[CH:22][N:21]=[N:20]1. The catalyst class is: 360. (5) Reactant: [F:1][CH2:2][C@H:3]1[CH2:7][N:6]([C@@H:8]([C:10]2[CH:15]=[CH:14][CH:13]=[CH:12][CH:11]=2)[CH3:9])[C:5](=[O:16])[CH2:4]1.Cl[C:18]([O:20][CH2:21][CH3:22])=[O:19].C[Si]([N-][Si](C)(C)C)(C)C.[Li+].[Cl-].[NH4+]. Product: [F:1][CH2:2][C@H:3]1[CH2:7][N:6]([C@@H:8]([C:10]2[CH:15]=[CH:14][CH:13]=[CH:12][CH:11]=2)[CH3:9])[C:5](=[O:16])[C@@H:4]1[C:18]([O:20][CH2:21][CH3:22])=[O:19]. The catalyst class is: 7. (6) Reactant: [NH2:1][CH2:2][C:3]1([C:14]2[CH:19]=[CH:18][CH:17]=[CH:16][C:15]=2[CH3:20])[CH2:8][CH2:7][N:6]([C:9]([O:11][CH2:12][CH3:13])=[O:10])[CH2:5][CH2:4]1.Cl[C:22]([O:24][CH2:25][CH3:26])=[O:23].C(N(CC)CC)C.O. Product: [CH2:12]([O:11][C:9]([N:6]1[CH2:7][CH2:8][C:3]([CH2:2][NH:1][C:22]([O:24][CH2:25][CH3:26])=[O:23])([C:14]2[CH:19]=[CH:18][CH:17]=[CH:16][C:15]=2[CH3:20])[CH2:4][CH2:5]1)=[O:10])[CH3:13]. The catalyst class is: 4. (7) Reactant: CO[C:3]1[CH:12]=[CH:11][CH:10]=[C:9]2[C:4]=1[CH:5]=[CH:6]C=[C:8]2[NH:13][CH3:14].[CH3:15][CH:16]([CH3:20])[CH2:17]C=O.[C:21](O)(=O)[CH3:22].[BH-](O[C:35]([CH3:37])=O)(OC(C)=O)OC(C)=O.[Na+].[C:39]([O-])(O)=O.[Na+].C[CH2:45][O:46][C:47]([CH3:49])=O. Product: [CH3:45][O:46][C:47]1[CH:49]=[CH:6][CH:5]=[C:4]2[C:3]=1[CH:12]=[CH:11][CH:10]=[C:9]2[CH2:8][N:13]([CH2:35][CH2:37][CH:21]([CH3:22])[CH3:39])[CH2:14][CH2:15][CH:16]([CH3:20])[CH3:17]. The catalyst class is: 2.